From a dataset of Full USPTO retrosynthesis dataset with 1.9M reactions from patents (1976-2016). Predict the reactants needed to synthesize the given product. (1) Given the product [C:5]1([O:4][C:2](=[O:3])[O:43][C:15]2([C:35]3[CH:40]=[CH:39][CH:38]=[CH:37][C:36]=3[O:41][CH3:42])[C:14]3[C:18](=[CH:19][CH:20]=[C:12]([Cl:11])[CH:13]=3)[N:17]([S:21]([C:24]3[CH:25]=[CH:26][CH:27]=[C:28]4[C:33]=3[N:32]=[CH:31][CH:30]=[CH:29]4)(=[O:23])=[O:22])[C:16]2=[O:34])[CH:10]=[CH:9][CH:8]=[CH:7][CH:6]=1, predict the reactants needed to synthesize it. The reactants are: Cl[C:2]([O:4][C:5]1[CH:10]=[CH:9][CH:8]=[CH:7][CH:6]=1)=[O:3].[Cl:11][C:12]1[CH:13]=[C:14]2[C:18](=[CH:19][CH:20]=1)[N:17]([S:21]([C:24]1[CH:25]=[CH:26][CH:27]=[C:28]3[C:33]=1[N:32]=[CH:31][CH:30]=[CH:29]3)(=[O:23])=[O:22])[C:16](=[O:34])[C:15]2([OH:43])[C:35]1[CH:40]=[CH:39][CH:38]=[CH:37][C:36]=1[O:41][CH3:42]. (2) Given the product [CH3:1][CH:2]([CH2:7][CH2:8][C:9]1[S:15][C:14]([NH2:16])=[N:13][N:12]=1)[CH2:3][C:4]1[S:15][C:14]([NH2:16])=[N:13][N:12]=1, predict the reactants needed to synthesize it. The reactants are: [CH3:1][CH:2]([CH2:7][CH2:8][C:9](O)=O)[CH2:3][C:4](O)=O.[NH2:12][NH:13][C:14]([NH2:16])=[S:15].O.[OH-].[Na+]. (3) Given the product [CH3:12][O:11][CH2:10][CH2:9][CH2:8][N:7]1[CH2:2][CH2:3][NH:4][C:5]1=[O:6], predict the reactants needed to synthesize it. The reactants are: Cl[CH2:2][CH2:3][NH:4][C:5]([NH:7][CH2:8][CH2:9][CH2:10][O:11][CH3:12])=[O:6].[H-].[Na+].[NH4+].[Cl-]. (4) The reactants are: Cl.[Cl:2][C:3]1[CH:8]=[CH:7][C:6]([NH:9][NH2:10])=[CH:5][CH:4]=1.C(N([CH2:16][CH3:17])CC)C.[OH2:18]. Given the product [Cl:2][C:3]1[CH:8]=[CH:7][C:6]([NH:9][NH:10][C:16](=[O:18])[CH3:17])=[CH:5][CH:4]=1, predict the reactants needed to synthesize it. (5) The reactants are: [CH3:1][C:2]1[CH:3]([CH2:10][NH:11][C:12]([C:14]2[C:22]3[C:17](=[CH:18][CH:19]=[CH:20][CH:21]=3)[N:16]([CH:23]([C:25]3[CH:30]=[CH:29][CH:28]=[C:27](Br)[CH:26]=3)[CH3:24])[C:15]=2[CH3:32])=[O:13])[C:4](=[O:9])[N:5]=[C:6]([CH3:8])[CH:7]=1.Cl[C:34]1[CH:39]=[CH:38][N:37]=[CH:36][N:35]=1.C(=O)([O-])[O-].[K+].[K+]. Given the product [CH3:1][C:2]1[CH:7]=[C:6]([CH3:8])[NH:5][C:4](=[O:9])[C:3]=1[CH2:10][NH:11][C:12]([C:14]1[C:22]2[C:17](=[CH:18][CH:19]=[CH:20][CH:21]=2)[N:16]([CH:23]([C:25]2[CH:30]=[CH:29][CH:28]=[C:27]([C:34]3[CH:39]=[CH:38][N:37]=[CH:36][N:35]=3)[CH:26]=2)[CH3:24])[C:15]=1[CH3:32])=[O:13], predict the reactants needed to synthesize it. (6) Given the product [Br:21][C:22]1[CH:23]=[C:24]2[C:32]([C:31]3[CH:30]=[CH:29][C:28]([C:8]4[CH:20]=[CH:19][C:11]5[O:12][C:13]6[CH:18]=[CH:17][CH:16]=[CH:15][C:14]=6[C:10]=5[CH:9]=4)=[CH:27][C:26]=3[C:25]2([CH3:37])[CH3:36])=[CH:33][CH:34]=1, predict the reactants needed to synthesize it. The reactants are: BrC1C=CC([C:8]2[CH:20]=[CH:19][C:11]3[O:12][C:13]4[CH:18]=[CH:17][CH:16]=[CH:15][C:14]=4[C:10]=3[CH:9]=2)=CC=1.[Br:21][C:22]1[CH:34]=[CH:33][C:32]2[C:31]3[C:26](=[CH:27][C:28](I)=[CH:29][CH:30]=3)[C:25]([CH3:37])([CH3:36])[C:24]=2[CH:23]=1. (7) Given the product [CH3:1][O:2][C:3]1[CH:27]=[CH:26][CH:25]=[CH:24][C:4]=1[CH2:5][C:6]1[CH:7]=[CH:8][C:9]2[NH:21][C:15]3[CH:16]=[N:17][N:18]([CH3:19])[C:14]=3[C:12](=[O:13])[C:10]=2[CH:11]=1, predict the reactants needed to synthesize it. The reactants are: [CH3:1][O:2][C:3]1[CH:27]=[CH:26][CH:25]=[CH:24][C:4]=1[CH2:5][C:6]1[CH:7]=[CH:8][C:9]([N+:21]([O-])=O)=[C:10]([C:12]([C:14]2[N:18]([CH3:19])[N:17]=[CH:16][C:15]=2I)=[O:13])[CH:11]=1.ClC1C=CC(CC2C=CC([N+]([O-])=O)=C(C(C3N(C)N=CC=3I)=O)C=2)=CC=1.